This data is from Peptide-MHC class I binding affinity with 185,985 pairs from IEDB/IMGT. The task is: Regression. Given a peptide amino acid sequence and an MHC pseudo amino acid sequence, predict their binding affinity value. This is MHC class I binding data. (1) The peptide sequence is RDKRSVALA. The MHC is HLA-A30:01 with pseudo-sequence HLA-A30:01. The binding affinity (normalized) is 0.298. (2) The peptide sequence is RRAIRGEQLLS. The MHC is HLA-B27:05 with pseudo-sequence HLA-B27:05. The binding affinity (normalized) is 0.472. (3) The peptide sequence is TVLEFILQK. The binding affinity (normalized) is 0.778. The MHC is HLA-A30:01 with pseudo-sequence HLA-A30:01. (4) The peptide sequence is REIGDISYL. The MHC is HLA-B08:02 with pseudo-sequence HLA-B08:02. The binding affinity (normalized) is 0.0847.